This data is from Forward reaction prediction with 1.9M reactions from USPTO patents (1976-2016). The task is: Predict the product of the given reaction. (1) Given the reactants [S:1]1[CH:5]=[CH:4][CH:3]=[C:2]1[CH2:6][CH2:7][NH2:8].[CH2:9]=O.[C:11]([O:15][C:16](O[C:16]([O:15][C:11]([CH3:14])([CH3:13])[CH3:12])=[O:17])=[O:17])([CH3:14])([CH3:13])[CH3:12], predict the reaction product. The product is: [C:11]([O:15][C:16]([N:8]1[CH2:7][CH2:6][C:2]2[S:1][CH:5]=[CH:4][C:3]=2[CH2:9]1)=[O:17])([CH3:14])([CH3:13])[CH3:12]. (2) Given the reactants [O:1]1[C:5]2[CH:6]=[CH:7][C:8]([C:10]3[CH:15]=[CH:14][N:13]=[C:12](Cl)[N:11]=3)=[CH:9][C:4]=2[O:3][CH2:2]1.FC(F)(F)C(O)=O.[NH2:24][CH2:25][CH2:26][CH2:27][O:28][C:29]1[CH:30]=[C:31]2[C:35](=[CH:36][CH:37]=1)[C@H:34]([CH2:38][C:39]([O:41][CH2:42][CH3:43])=[O:40])[CH2:33][CH2:32]2.C(N(CC)CC)C, predict the reaction product. The product is: [O:1]1[C:5]2[CH:6]=[CH:7][C:8]([C:10]3[CH:15]=[CH:14][N:13]=[C:12]([NH:24][CH2:25][CH2:26][CH2:27][O:28][C:29]4[CH:30]=[C:31]5[C:35](=[CH:36][CH:37]=4)[C@H:34]([CH2:38][C:39]([O:41][CH2:42][CH3:43])=[O:40])[CH2:33][CH2:32]5)[N:11]=3)=[CH:9][C:4]=2[O:3][CH2:2]1. (3) The product is: [CH2:28]([N:8]1[C:7]2[CH:19]=[CH:20][C:4]([N+:1]([O-:3])=[O:2])=[CH:5][C:6]=2[O:11][CH:10]([C:12]2[CH:17]=[CH:16][CH:15]=[CH:14][CH:13]=2)[C:9]1=[O:18])[CH3:29]. Given the reactants [N+:1]([C:4]1[CH:20]=[CH:19][C:7]2[NH:8][C:9](=[O:18])[CH:10]([C:12]3[CH:17]=[CH:16][CH:15]=[CH:14][CH:13]=3)[O:11][C:6]=2[CH:5]=1)([O-:3])=[O:2].C(=O)([O-])[O-].[K+].[K+].I[CH2:28][CH3:29].O, predict the reaction product. (4) Given the reactants C(=O)([O-])[O-].[K+].[K+].[Cl:7][C:8]1[CH:24]=[CH:23][C:11]([C:12]([NH:14][C:15]2[CH:20]=[CH:19][C:18]([CH3:21])=[C:17]([OH:22])[CH:16]=2)=[O:13])=[CH:10][CH:9]=1.[CH2:25]([O:27][C:28]([C:30]1[C:31]2[S:39][CH:38]=[C:37]([CH2:40]Br)[C:32]=2[C:33]([Cl:36])=[N:34][CH:35]=1)=[O:29])[CH3:26], predict the reaction product. The product is: [CH2:25]([O:27][C:28]([C:30]1[C:31]2[S:39][CH:38]=[C:37]([CH2:40][O:22][C:17]3[CH:16]=[C:15]([NH:14][C:12](=[O:13])[C:11]4[CH:23]=[CH:24][C:8]([Cl:7])=[CH:9][CH:10]=4)[CH:20]=[CH:19][C:18]=3[CH3:21])[C:32]=2[C:33]([Cl:36])=[N:34][CH:35]=1)=[O:29])[CH3:26].